Task: Predict the reaction yield, written as a fraction of the theoretical maximum amount of product (1.0 means a 100% yield; for example, 0.34 means a 34% yield).. Dataset: Reaction yield outcomes from USPTO patents with 853,638 reactions (1) The reactants are [Br:1][C:2]1[C:14]([F:15])=[CH:13][C:5]2[O:6][C:7]([CH3:12])([CH3:11])[C:8](=O)[NH:9][C:4]=2[CH:3]=1.CSC. The catalyst is C1COCC1. The product is [Br:1][C:2]1[C:14]([F:15])=[CH:13][C:5]2[O:6][C:7]([CH3:12])([CH3:11])[CH2:8][NH:9][C:4]=2[CH:3]=1. The yield is 0.820. (2) The reactants are [CH2:1]([N:8]1[C:17]2[C:12](=[C:13](Cl)[CH:14]=[CH:15][CH:16]=2)[C:11](=[O:19])[C:10]([CH3:20])=[N:9]1)[C:2]1[CH:7]=[CH:6][CH:5]=[CH:4][CH:3]=1.[F-].[Cs+].C(COC)OC.[CH3:29][C:30]1[CH:35]=[C:34]([CH3:36])[CH:33]=[CH:32][C:31]=1B(O)O. The catalyst is C(OCC)(=O)C.C1C=CC([P]([Pd]([P](C2C=CC=CC=2)(C2C=CC=CC=2)C2C=CC=CC=2)([P](C2C=CC=CC=2)(C2C=CC=CC=2)C2C=CC=CC=2)[P](C2C=CC=CC=2)(C2C=CC=CC=2)C2C=CC=CC=2)(C2C=CC=CC=2)C2C=CC=CC=2)=CC=1. The product is [CH2:1]([N:8]1[C:17]2[C:12](=[C:13]([C:31]3[CH:32]=[CH:33][C:34]([CH3:36])=[CH:35][C:30]=3[CH3:29])[CH:14]=[CH:15][CH:16]=2)[C:11](=[O:19])[C:10]([CH3:20])=[N:9]1)[C:2]1[CH:7]=[CH:6][CH:5]=[CH:4][CH:3]=1. The yield is 0.710. (3) The reactants are N1C=CC=CC=1.[Br:7][C:8]1[C:13](=O)[N:12]2[N:15]=[C:16]([CH3:18])[CH:17]=[C:11]2[NH:10][C:9]=1[CH3:19].P(Cl)(Cl)([Cl:22])=O.C(=O)(O)[O-].[Na+]. The catalyst is ClCCCl.ClCCl. The product is [Br:7][C:8]1[C:9]([CH3:19])=[N:10][C:11]2[N:12]([N:15]=[C:16]([CH3:18])[CH:17]=2)[C:13]=1[Cl:22]. The yield is 0.890.